From a dataset of Forward reaction prediction with 1.9M reactions from USPTO patents (1976-2016). Predict the product of the given reaction. (1) Given the reactants [OH:1][C@@H:2]1[C@H:7]([NH:8][C:9](=[O:15])[O:10][C:11]([CH3:14])([CH3:13])[CH3:12])[CH:6]=[C:5]([C:16]2[CH:21]=[CH:20][N:19]=[CH:18][C:17]=2[N+:22]([O-:24])=[O:23])[CH2:4][C@@H:3]1[CH3:25].[CH3:26][S:27]([CH:30]=[CH2:31])(=[O:29])=[O:28].C(=O)([O-])[O-].[Cs+].[Cs+].C([O-])(O)=O.[Na+], predict the reaction product. The product is: [CH3:25][C@@H:3]1[C@H:2]([O:1][CH2:31][CH2:30][S:27]([CH3:26])(=[O:29])=[O:28])[C@H:7]([NH:8][C:9](=[O:15])[O:10][C:11]([CH3:12])([CH3:13])[CH3:14])[CH:6]=[C:5]([C:16]2[CH:21]=[CH:20][N:19]=[CH:18][C:17]=2[N+:22]([O-:24])=[O:23])[CH2:4]1. (2) Given the reactants CC(C)=[O:3].OS(O)(=O)=O.O=[Cr](=O)=O.[O-:14][N+:15]1[O:19][N:18]=[C:17]([O:20][CH2:21][CH2:22][CH2:23][OH:24])[C:16]=1[C:25]1[CH:30]=[CH:29][CH:28]=[CH:27][CH:26]=1.CC(O)C, predict the reaction product. The product is: [O-:14][N+:15]1[O:19][N:18]=[C:17]([O:20][CH2:21][CH2:22][C:23]([OH:3])=[O:24])[C:16]=1[C:25]1[CH:30]=[CH:29][CH:28]=[CH:27][CH:26]=1. (3) Given the reactants Cl[C:2]1[N:11]=[C:10]([NH:12][NH:13][C:14](=[O:17])[CH2:15][OH:16])[C:9]2[C:4](=[C:5]([CH3:18])[CH:6]=[CH:7][CH:8]=2)[N:3]=1.[CH3:19][O:20][C:21]1[CH:26]=[C:25]([O:27][CH3:28])[CH:24]=[CH:23][C:22]=1[CH2:29][NH2:30].C(N(C(C)C)CC)(C)C.O, predict the reaction product. The product is: [CH3:19][O:20][C:21]1[CH:26]=[C:25]([O:27][CH3:28])[CH:24]=[CH:23][C:22]=1[CH2:29][NH:30][C:2]1[N:11]=[C:10]([NH:12][NH:13][C:14](=[O:17])[CH2:15][OH:16])[C:9]2[C:4](=[C:5]([CH3:18])[CH:6]=[CH:7][CH:8]=2)[N:3]=1.